Dataset: Reaction yield outcomes from USPTO patents with 853,638 reactions. Task: Predict the reaction yield, written as a fraction of the theoretical maximum amount of product (1.0 means a 100% yield; for example, 0.34 means a 34% yield). (1) The reactants are [Cl:1][C:2]1[N:7]=[C:6](Cl)[C:5]([I:9])=[CH:4][N:3]=1.[F:10][C:11]1[CH:18]=[C:17]([F:19])[CH:16]=[CH:15][C:12]=1[CH2:13]N.C(=O)([O-])O.[Na+]. The catalyst is C(O)C. The product is [Cl:1][C:2]1[N:7]=[C:6]([CH2:13][C:12]2[CH:15]=[CH:16][C:17]([F:19])=[CH:18][C:11]=2[F:10])[C:5]([I:9])=[CH:4][N:3]=1. The yield is 0.620. (2) The reactants are [CH2:1]([N:3]1[C:7]2=[N:8][C:9]([CH2:62][CH3:63])=[C:10]([CH2:19][NH:20][C:21]([C:23]3[CH:24]=[C:25]([C:29]([NH:31][CH2:32][C:33]4[CH:34]=[C:35]([C:41]5[CH:46]=[CH:45][CH:44]=[C:43]([CH2:47][N:48]6[CH2:54][CH2:53][CH2:52][N:51](C(OC(C)(C)C)=O)[CH2:50][CH2:49]6)[CH:42]=5)[CH:36]=[C:37]([O:39][CH3:40])[CH:38]=4)=[O:30])[CH:26]=[CH:27][CH:28]=3)=[O:22])[C:11]([NH:12][CH:13]3[CH2:18][CH2:17][O:16][CH2:15][CH2:14]3)=[C:6]2[CH:5]=[N:4]1)[CH3:2]. The catalyst is C(O)(C(F)(F)F)=O.C(Cl)Cl. The product is [CH2:1]([N:3]1[C:7]2=[N:8][C:9]([CH2:62][CH3:63])=[C:10]([CH2:19][NH:20][C:21]([C:23]3[CH:28]=[CH:27][CH:26]=[C:25]([C:29]([NH:31][CH2:32][C:33]4[CH:34]=[C:35]([C:41]5[CH:46]=[CH:45][CH:44]=[C:43]([CH2:47][N:48]6[CH2:54][CH2:53][CH2:52][NH:51][CH2:50][CH2:49]6)[CH:42]=5)[CH:36]=[C:37]([O:39][CH3:40])[CH:38]=4)=[O:30])[CH:24]=3)=[O:22])[C:11]([NH:12][CH:13]3[CH2:18][CH2:17][O:16][CH2:15][CH2:14]3)=[C:6]2[CH:5]=[N:4]1)[CH3:2]. The yield is 0.310. (3) The product is [NH2:1][C:2]1[CH:7]=[CH:6][C:5]([C:8]([CH3:12])([CH3:11])[C:9]#[N:10])=[C:4]([C:18]2[CH:19]=[CH:20][C:15]([CH3:14])=[CH:16][CH:17]=2)[CH:3]=1. The catalyst is COCCOC.CCOC(C)=O. The yield is 0.420. The reactants are [NH2:1][C:2]1[CH:7]=[CH:6][C:5]([C:8]([CH3:12])([CH3:11])[C:9]#[N:10])=[C:4](Br)[CH:3]=1.[CH3:14][C:15]1[CH:20]=[CH:19][C:18](B(O)O)=[CH:17][CH:16]=1.C([O-])([O-])=O.[K+].[K+].